This data is from Reaction yield outcomes from USPTO patents with 853,638 reactions. The task is: Predict the reaction yield, written as a fraction of the theoretical maximum amount of product (1.0 means a 100% yield; for example, 0.34 means a 34% yield). (1) The reactants are [Cl:1][C:2]1[CH:3]=[CH:4][C:5]([CH3:11])=[C:6](B(O)O)[CH:7]=1.[Cl:12][C:13]1[CH:18]=[C:17](Cl)[N:16]=[CH:15][N:14]=1. No catalyst specified. The product is [Cl:12][C:13]1[CH:18]=[C:17]([C:6]2[CH:7]=[C:2]([Cl:1])[CH:3]=[CH:4][C:5]=2[CH3:11])[N:16]=[CH:15][N:14]=1. The yield is 0.500. (2) The reactants are [C:1]1([CH2:7][C:8]([N:10]2[CH2:15][CH2:14][CH:13]([CH2:16][N:17]3[C:26]4[C:21](=[CH:22][C:23]([C:27]5[CH:28]=[N:29][N:30](C6CCCCO6)[CH:31]=5)=[CH:24][CH:25]=4)[CH2:20][CH2:19][CH2:18]3)[CH2:12][CH2:11]2)=[O:9])[CH:6]=[CH:5][CH:4]=[CH:3][CH:2]=1.CC1C=CC(S(O)(=O)=O)=CC=1.CO.ClCCl. The catalyst is CO. The product is [NH:29]1[CH:28]=[C:27]([C:23]2[CH:22]=[C:21]3[C:26](=[CH:25][CH:24]=2)[N:17]([CH2:16][CH:13]2[CH2:12][CH2:11][N:10]([C:8](=[O:9])[CH2:7][C:1]4[CH:2]=[CH:3][CH:4]=[CH:5][CH:6]=4)[CH2:15][CH2:14]2)[CH2:18][CH2:19][CH2:20]3)[CH:31]=[N:30]1. The yield is 0.470. (3) The reactants are [CH2:1]([O:8][C:9]([O:11]N1C(=O)CCC1=O)=O)[C:2]1[CH:7]=[CH:6][CH:5]=[CH:4][CH:3]=1.[CH3:19][NH:20][CH2:21][C:22]1[NH:23][C:24]2[C:29]([CH:30]=1)=[CH:28][CH:27]=[CH:26][CH:25]=2.C(N(CC)CC)C. The catalyst is CN(C=O)C. The product is [CH2:1]([O:8][C:9]([N:20]([CH2:21][C:22]1[NH:23][C:24]2[C:29]([CH:30]=1)=[CH:28][CH:27]=[CH:26][CH:25]=2)[CH3:19])=[O:11])[C:2]1[CH:3]=[CH:4][CH:5]=[CH:6][CH:7]=1. The yield is 0.800.